Dataset: Full USPTO retrosynthesis dataset with 1.9M reactions from patents (1976-2016). Task: Predict the reactants needed to synthesize the given product. (1) The reactants are: [C@H:1]12[CH2:7][C@H]([CH:5]=[CH:6]1)C(=O)[NH:2]2.S(Cl)([Cl:11])=O.[C:13]([O:16][CH:17](C)C)(=[O:15])[CH3:14]. Given the product [ClH:11].[NH2:2][C@H:1]1[CH2:7][C@@H:14]([C:13]([O:16][CH3:17])=[O:15])[CH:5]=[CH:6]1, predict the reactants needed to synthesize it. (2) Given the product [CH3:1][S:2]([O:33][CH2:32][C:30]1[C:29]2[C:24](=[CH:25][CH:26]=[C:27]([C:34]([F:37])([F:35])[F:36])[CH:28]=2)[N:23]=[C:22]([C:21]([F:38])([F:20])[F:39])[CH:31]=1)(=[O:4])=[O:3], predict the reactants needed to synthesize it. The reactants are: [CH3:1][S:2](OCC1C2C(=CC=CC=2)N=CC=1C1CC1)(=[O:4])=[O:3].[F:20][C:21]([F:39])([F:38])[C:22]1[CH:31]=[C:30]([CH2:32][OH:33])[C:29]2[C:24](=[CH:25][CH:26]=[C:27]([C:34]([F:37])([F:36])[F:35])[CH:28]=2)[N:23]=1. (3) Given the product [CH2:32]([CH:10]1[CH2:22][C:12]2[CH:17]=[CH:16][CH:15]=[CH:14][C:13]=2[N:8]([CH2:7][C:6]2[CH:20]=[CH:21][C:3]([O:2][CH3:1])=[CH:4][CH:5]=2)[S:9]1(=[O:19])=[O:18])[CH:33]=[CH2:34], predict the reactants needed to synthesize it. The reactants are: [CH3:1][O:2][C:3]1[CH:21]=[CH:20][C:6]([CH2:7][N:8]2[C:13]3[CH:14]=[CH:15][CH:16]=[CH:17][C:12]=3O[CH2:10][S:9]2(=[O:19])=[O:18])=[CH:5][CH:4]=1.[CH3:22][Si]([N-][Si](C)(C)C)(C)C.[Li+].[CH2:32](Br)[CH:33]=[CH2:34]. (4) The reactants are: [Cl:1][C:2]1[CH:3]=[CH:4][CH:5]=[C:6]([OH:18])[C:7]=1[C:8]1[CH:13]=[CH:12][CH:11]=[CH:10][C:9]=1[C:14]([F:17])([F:16])[F:15].[CH3:19][O-:20].[Mg+2].C[O-].C=O.S(=O)(=O)(O)O. Given the product [Cl:1][C:2]1[C:7]([C:8]2[CH:13]=[CH:12][CH:11]=[CH:10][C:9]=2[C:14]([F:16])([F:17])[F:15])=[C:6]([OH:18])[C:5]([CH:19]=[O:20])=[CH:4][CH:3]=1, predict the reactants needed to synthesize it. (5) Given the product [NH2:7][C@@H:8]1[CH2:13][CH2:12][CH2:11][N:10]([C:14]([C:16]2[CH:39]=[C:38]([O:40][CH3:41])[C:19]3[N:20]([CH3:37])[C:21]([C:23]4[N:31]([CH2:32][C:33]([F:36])([F:35])[F:34])[C:26]5=[N:27][CH:28]=[CH:29][CH:30]=[C:25]5[CH:24]=4)=[N:22][C:18]=3[CH:17]=2)=[O:15])[CH2:9]1, predict the reactants needed to synthesize it. The reactants are: C(OC(=O)[NH:7][C@@H:8]1[CH2:13][CH2:12][CH2:11][N:10]([C:14]([C:16]2[CH:39]=[C:38]([O:40][CH3:41])[C:19]3[N:20]([CH3:37])[C:21]([C:23]4[N:31]([CH2:32][C:33]([F:36])([F:35])[F:34])[C:26]5=[N:27][CH:28]=[CH:29][CH:30]=[C:25]5[CH:24]=4)=[N:22][C:18]=3[CH:17]=2)=[O:15])[CH2:9]1)(C)(C)C.C(O)(C(F)(F)F)=O. (6) Given the product [Cl:24][C:25]1[CH:26]=[CH:27][C:28]([CH:31]2[CH2:36][CH2:35][CH2:34][N:33]([C:41]([C:40]3[CH:44]=[C:45]([CH3:47])[N:46]=[C:38]([CH3:37])[CH:39]=3)=[O:42])[CH2:32]2)=[CH:29][CH:30]=1, predict the reactants needed to synthesize it. The reactants are: ClC1C=CC(C2CCCN(C(C3C=CN=C(NC)C=3)=O)C2)=CC=1.[Cl:24][C:25]1[CH:30]=[CH:29][C:28]([CH:31]2[CH2:36][CH2:35][CH2:34][NH:33][CH2:32]2)=[CH:27][CH:26]=1.[CH3:37][C:38]1[CH:39]=[C:40]([CH:44]=[C:45]([CH3:47])[N:46]=1)[C:41](O)=[O:42]. (7) Given the product [F:1][C:2]1[CH:3]=[C:4]([C:11]2[S:48][C:15]([CH2:16][CH2:17][C@@H:18]([NH:30][C:31](=[O:37])[O:32][C:33]([CH3:36])([CH3:35])[CH3:34])[CH2:19][C:20]3[CH:21]=[N:22][C:23]([C:26]([F:29])([F:28])[F:27])=[CH:24][CH:25]=3)=[N:14][N:13]=2)[CH:5]=[CH:6][C:7]=1[N+:8]([O-:10])=[O:9], predict the reactants needed to synthesize it. The reactants are: [F:1][C:2]1[CH:3]=[C:4]([C:11]([NH:13][NH:14][C:15](=O)[CH2:16][CH2:17][C@@H:18]([NH:30][C:31](=[O:37])[O:32][C:33]([CH3:36])([CH3:35])[CH3:34])[CH2:19][C:20]2[CH:21]=[N:22][C:23]([C:26]([F:29])([F:28])[F:27])=[CH:24][CH:25]=2)=O)[CH:5]=[CH:6][C:7]=1[N+:8]([O-:10])=[O:9].COC1C=CC(P2(SP(C3C=CC(OC)=CC=3)(=S)S2)=[S:48])=CC=1.